From a dataset of Reaction yield outcomes from USPTO patents with 853,638 reactions. Predict the reaction yield, written as a fraction of the theoretical maximum amount of product (1.0 means a 100% yield; for example, 0.34 means a 34% yield). (1) The reactants are S(C)[CH3:2].[C:4]1([CH3:10])[CH:9]=[CH:8][CH:7]=[CH:6][CH:5]=1.[C:11]([O-:14])([O-])=O.[K+].[K+].[CH2:17]1[CH2:21][O:20][CH2:19][CH2:18]1. The yield is 0.670. The catalyst is O. The product is [CH:17]1([CH2:21][O:20][CH2:19][CH2:10][C:4]2[CH:9]=[CH:8][C:7]([CH2:11][OH:14])=[CH:6][CH:5]=2)[CH2:18][CH2:2]1. (2) The reactants are O=[C:2]1[CH2:8][CH:7]2[N:9]([C:10]3[C:19]4[C:14](=[CH:15][CH:16]=[CH:17][CH:18]=4)[C:13]([C:20]#[N:21])=[CH:12][CH:11]=3)[CH:4]([CH2:5][CH2:6]2)[CH2:3]1.C([O-])(=O)C.[NH4+].C([BH3-])#[N:28].[Na+].[ClH:31]. The catalyst is CO. The product is [ClH:31].[NH2:28][CH:2]1[CH2:8][CH:7]2[N:9]([C:10]3[C:19]4[C:14](=[CH:15][CH:16]=[CH:17][CH:18]=4)[C:13]([C:20]#[N:21])=[CH:12][CH:11]=3)[CH:4]([CH2:5][CH2:6]2)[CH2:3]1. The yield is 0.360. (3) The reactants are Br[C:2]1[CH:7]=[CH:6][C:5]([C:8]2[CH:13]=[CH:12][CH:11]=[CH:10][CH:9]=2)=[C:4]([F:14])[CH:3]=1.C([Li])CCC.CN([CH:23]=[O:24])C. The catalyst is O1CCCC1. The product is [F:14][C:4]1[CH:3]=[C:2]([CH:23]=[O:24])[CH:7]=[CH:6][C:5]=1[C:8]1[CH:13]=[CH:12][CH:11]=[CH:10][CH:9]=1. The yield is 0.625. (4) The reactants are [F:1][C:2]([F:17])([F:16])[C:3]1[CH:4]=[C:5]([C:9]2[CH:14]=[CH:13][C:12]([OH:15])=[CH:11][CH:10]=2)[CH:6]=[CH:7][CH:8]=1.[I:18]N1C(=O)CCC1=O.O. The catalyst is C(O)(=O)C. The product is [I:18][C:11]1[CH:10]=[C:9]([C:5]2[CH:6]=[CH:7][CH:8]=[C:3]([C:2]([F:16])([F:17])[F:1])[CH:4]=2)[CH:14]=[CH:13][C:12]=1[OH:15]. The yield is 0.390. (5) The reactants are [O:1]=[C:2]1[C:10]([C:11]([O:13]CC)=[O:12])=[C:5]2[CH2:6][CH2:7][CH2:8][CH2:9][N:4]2[N:3]1[C:16]1[CH:21]=[CH:20][CH:19]=[CH:18][CH:17]=1.[OH-].[Na+]. The catalyst is CCO. The product is [O:1]=[C:2]1[C:10]([C:11]([OH:13])=[O:12])=[C:5]2[CH2:6][CH2:7][CH2:8][CH2:9][N:4]2[N:3]1[C:16]1[CH:17]=[CH:18][CH:19]=[CH:20][CH:21]=1. The yield is 0.660. (6) The reactants are Cl[C:2]1[N:7]=[C:6]([Cl:8])[N:5]=[C:4]([CH3:9])[N:3]=1.[NH2:10][C@@H:11]1[C:19]2[C:14](=[CH:15][CH:16]=[CH:17][CH:18]=2)[CH2:13][CH2:12]1.CCN(C(C)C)C(C)C.O. The catalyst is CN(C=O)C.C1(C)C=CC=CC=1. The product is [Cl:8][C:6]1[N:5]=[C:4]([CH3:9])[N:3]=[C:2]([NH:10][C@@H:11]2[C:19]3[C:14](=[CH:15][CH:16]=[CH:17][CH:18]=3)[CH2:13][CH2:12]2)[N:7]=1. The yield is 0.530. (7) The reactants are [C:1]1([C:7]2[CH:8]=[C:9]3[C:14](=[CH:15][CH:16]=2)[CH2:13][C:12](=[O:17])[CH2:11][CH2:10]3)[CH:6]=[CH:5][CH:4]=[CH:3][CH:2]=1.[C:18](=O)([O:22]CC)[O:19][CH2:20][CH3:21]. No catalyst specified. The product is [O:17]=[C:12]1[CH2:11][CH2:10][C:9]2[C:14](=[CH:15][CH:16]=[C:7]([C:1]3[CH:2]=[CH:3][CH:4]=[CH:5][CH:6]=3)[CH:8]=2)[CH:13]1[C:18]([O:19][CH2:20][CH3:21])=[O:22]. The yield is 0.640.